The task is: Predict the reactants needed to synthesize the given product.. This data is from Full USPTO retrosynthesis dataset with 1.9M reactions from patents (1976-2016). (1) The reactants are: [NH2:1][C:2]1[CH:7]=[CH:6][CH:5]=[CH:4][C:3]=1[S:8]([NH2:11])(=[O:10])=[O:9].Cl[CH2:13][CH2:14][CH2:15][C:16](Cl)=O.[OH-].[Na+]. Given the product [CH2:14]1[CH:13]2[N:11]([S:8](=[O:9])(=[O:10])[C:3]3[CH:4]=[CH:5][CH:6]=[CH:7][C:2]=3[NH:1]2)[CH2:16][CH2:15]1, predict the reactants needed to synthesize it. (2) Given the product [Br:1][CH:11]([CH3:12])[C:10]([C:7]1[CH:8]=[N:9][C:4]([O:3][CH3:2])=[CH:5][C:6]=1[CH3:14])=[O:13], predict the reactants needed to synthesize it. The reactants are: [BrH:1].[CH3:2][O:3][C:4]1[N:9]=[CH:8][C:7]([CH:10]([OH:13])[CH2:11][CH3:12])=[C:6]([CH3:14])[CH:5]=1.C([O-])([O-])=O.[Na+].[Na+].